From a dataset of Catalyst prediction with 721,799 reactions and 888 catalyst types from USPTO. Predict which catalyst facilitates the given reaction. (1) Reactant: [OH:1][CH2:2][CH:3]1[O:8][CH2:7][CH2:6][NH:5][CH2:4]1.O1CCCNCC1.[C:16]([OH:27])(=[O:26])[C:17]1[CH:25]=[CH:24][C:20]([C:21]([OH:23])=[O:22])=[CH:19][CH:18]=1. Product: [C:16]([OH:27])(=[O:26])[C:17]1[CH:25]=[CH:24][C:20]([C:21]([OH:23])=[O:22])=[CH:19][CH:18]=1.[OH:1][CH2:2][C@@H:3]1[O:8][CH2:7][CH2:6][NH:5][CH2:4]1. The catalyst class is: 5. (2) Reactant: [NH:1]1[C:5]2[CH:6]=[CH:7][C:8]([C:10](O)=[O:11])=[CH:9][C:4]=2[N:3]=[CH:2]1.[H-].[H-].[H-].[H-].[Li+].[Al+3]. Product: [NH:3]1[C:4]2[CH:9]=[C:8]([CH2:10][OH:11])[CH:7]=[CH:6][C:5]=2[N:1]=[CH:2]1. The catalyst class is: 7. (3) Reactant: [C:1]([CH2:3][C:4]1[CH:9]=[CH:8][CH:7]=[CH:6][C:5]=1[C:10]1[CH:15]=[CH:14][C:13]([C:16]([N:18]2[C:24]3[CH:25]=[CH:26][CH:27]=[CH:28][C:23]=3[CH2:22][N:21]3[C:29]([C:32]([NH:34][CH2:35][C:36]4[CH:37]=[N:38][CH:39]=[CH:40][CH:41]=4)=[O:33])=[CH:30][CH:31]=[C:20]3[CH2:19]2)=[O:17])=[CH:12][CH:11]=1)#[N:2].Cl.[NH2:43][OH:44].C(=O)([O-])[O-].[K+].[K+]. Product: [NH2:2][C:1](=[N:43][OH:44])[CH2:3][C:4]1[CH:9]=[CH:8][CH:7]=[CH:6][C:5]=1[C:10]1[CH:11]=[CH:12][C:13]([C:16]([N:18]2[C:24]3[CH:25]=[CH:26][CH:27]=[CH:28][C:23]=3[CH2:22][N:21]3[C:29]([C:32]([NH:34][CH2:35][C:36]4[CH:37]=[N:38][CH:39]=[CH:40][CH:41]=4)=[O:33])=[CH:30][CH:31]=[C:20]3[CH2:19]2)=[O:17])=[CH:14][CH:15]=1. The catalyst class is: 40.